From a dataset of NCI-60 drug combinations with 297,098 pairs across 59 cell lines. Regression. Given two drug SMILES strings and cell line genomic features, predict the synergy score measuring deviation from expected non-interaction effect. Cell line: SK-MEL-2. Drug 1: C1CCC(CC1)NC(=O)N(CCCl)N=O. Drug 2: C1C(C(OC1N2C=NC3=C2NC=NCC3O)CO)O. Synergy scores: CSS=20.6, Synergy_ZIP=-6.08, Synergy_Bliss=0.0423, Synergy_Loewe=-1.12, Synergy_HSA=-0.814.